Dataset: Full USPTO retrosynthesis dataset with 1.9M reactions from patents (1976-2016). Task: Predict the reactants needed to synthesize the given product. (1) Given the product [NH2:10][C:9]1[C:3]([O:2][CH3:1])([O:19][CH3:20])[CH:4]2[CH:6]([O:5]2)[C:7](=[O:18])[CH:8]=1, predict the reactants needed to synthesize it. The reactants are: [CH3:1][O:2][C:3]1([O:19][CH3:20])[C:9]([NH:10]C(=O)OC(C)(C)C)=[CH:8][C:7](=[O:18])[CH:6]2[CH:4]1[O:5]2.FC(F)(F)C(O)=O. (2) Given the product [CH2:19]([O:18][C:8]1[CH:9]=[C:10]([CH:11]=[C:12]([N+:13]([O-:15])=[O:14])[C:7]=1[I:23])[CH:16]=[O:17])[CH3:20], predict the reactants needed to synthesize it. The reactants are: FC(F)(F)S(O[C:7]1[C:12]([N+:13]([O-:15])=[O:14])=[CH:11][C:10]([CH:16]=[O:17])=[CH:9][C:8]=1[O:18][CH2:19][CH3:20])(=O)=O.[I-:23].[Na+].CCOC(C)=O. (3) Given the product [F:11][C:12]([F:20])([F:21])[C:13]1[C:14]([C:15]([O:17][CH2:18][CH3:19])=[O:16])=[C:6]2[CH:7]=[CH:8][CH:9]=[CH:10][N:5]2[N:4]=1, predict the reactants needed to synthesize it. The reactants are: [OH-].[K+].[I-].[NH2:4][N+:5]1[CH:10]=[CH:9][CH:8]=[CH:7][CH:6]=1.[F:11][C:12]([F:21])([F:20])[C:13]#[C:14][C:15]([O:17][CH2:18][CH3:19])=[O:16]. (4) Given the product [F:22][C:18]1[CH:17]=[C:16]2[C:21](=[CH:20][CH:19]=1)[CH:13]([NH:12][C:7]1[CH:6]=[CH:5][C:4]3[C:9](=[CH:10][CH:11]=[C:2]([NH:23][C:24]4[CH:29]=[CH:28][CH:27]=[C:26]([CH3:30])[N:25]=4)[CH:3]=3)[N:8]=1)[CH2:14][CH2:15]2, predict the reactants needed to synthesize it. The reactants are: Br[C:2]1[CH:3]=[C:4]2[C:9](=[CH:10][CH:11]=1)[N:8]=[C:7]([NH:12][CH:13]1[C:21]3[C:16](=[CH:17][C:18]([F:22])=[CH:19][CH:20]=3)[CH2:15][CH2:14]1)[CH:6]=[CH:5]2.[NH2:23][C:24]1[CH:29]=[CH:28][CH:27]=[C:26]([CH3:30])[N:25]=1. (5) Given the product [ClH:49].[F:18][C:19]1[N:20]=[C:21]([N:13]2[C:12]3[CH:14]=[CH:15][CH:16]=[CH:17][C:11]=3[N:10]=[C:9]2/[CH:1]=[CH:2]/[C:3]2[CH:4]=[CH:5][CH:6]=[CH:7][CH:8]=2)[CH:22]=[CH:23][CH:24]=1, predict the reactants needed to synthesize it. The reactants are: [CH:1]([C:9]1[NH:13][C:12]2[CH:14]=[CH:15][CH:16]=[CH:17][C:11]=2[N:10]=1)=[CH:2][C:3]1[CH:8]=[CH:7][CH:6]=[CH:5][CH:4]=1.[F:18][C:19]1[CH:24]=[CH:23][CH:22]=[C:21](F)[N:20]=1.N1C=CC=CC=1N1C2C=CC=CC=2N=C1/C=C/C1C=CC=CC=1.[ClH:49]. (6) The reactants are: C[O:2][C:3](=[O:42])[C:4]1[CH:9]=[CH:8][C:7]([NH:10][C:11]([C@H:13]2[C@H:17]([C:18]3[CH:23]=[CH:22][CH:21]=[C:20]([Cl:24])[C:19]=3[F:25])[C@:16]([C:28]3[CH:33]=[CH:32][C:31]([Cl:34])=[CH:30][C:29]=3[F:35])([C:26]#[N:27])[C@H:15]([CH2:36][C:37]([CH3:40])([CH3:39])[CH3:38])[NH:14]2)=[O:12])=[CH:6][C:5]=1[Cl:41].[OH-].[Na+]. Given the product [Cl:41][C:5]1[CH:6]=[C:7]([NH:10][C:11]([C@H:13]2[C@H:17]([C:18]3[CH:23]=[CH:22][CH:21]=[C:20]([Cl:24])[C:19]=3[F:25])[C@:16]([C:28]3[CH:33]=[CH:32][C:31]([Cl:34])=[CH:30][C:29]=3[F:35])([C:26]#[N:27])[C@H:15]([CH2:36][C:37]([CH3:40])([CH3:39])[CH3:38])[NH:14]2)=[O:12])[CH:8]=[CH:9][C:4]=1[C:3]([OH:42])=[O:2], predict the reactants needed to synthesize it.